From a dataset of Full USPTO retrosynthesis dataset with 1.9M reactions from patents (1976-2016). Predict the reactants needed to synthesize the given product. (1) Given the product [F:26][C:2]([F:1])([C:20]1[CH:25]=[CH:24][CH:23]=[CH:22][CH:21]=1)[CH2:3][NH:4][C:5]1[C:6](=[O:19])[N:7]([CH2:12][CH2:13][CH2:14][OH:15])[C:8]([CH3:11])=[CH:9][N:10]=1, predict the reactants needed to synthesize it. The reactants are: [F:1][C:2]([F:26])([C:20]1[CH:25]=[CH:24][CH:23]=[CH:22][CH:21]=1)[CH2:3][NH:4][C:5]1[C:6](=[O:19])[N:7]([CH2:12][CH2:13][C:14](OCC)=[O:15])[C:8]([CH3:11])=[CH:9][N:10]=1.CO.[BH4-].[Na+]. (2) The reactants are: [C:1]([O:5][C:6]([NH:8][C@@H:9]([C:27]([O:29][C:30]([CH3:33])([CH3:32])[CH3:31])=[O:28])[CH2:10][C@@H:11]([CH2:19][C:20]1[CH:25]=[CH:24][C:23]([OH:26])=[CH:22][CH:21]=1)[C:12]([O:14][C:15]([CH3:18])([CH3:17])[CH3:16])=[O:13])=[O:7])([CH3:4])([CH3:3])[CH3:2].C(=O)([O-])[O-].[K+].[K+].I[CH2:41][CH2:42][F:43]. Given the product [C:1]([O:5][C:6]([NH:8][C@@H:9]([C:27]([O:29][C:30]([CH3:33])([CH3:32])[CH3:31])=[O:28])[CH2:10][C@@H:11]([CH2:19][C:20]1[CH:25]=[CH:24][C:23]([O:26][CH2:41][CH2:42][F:43])=[CH:22][CH:21]=1)[C:12]([O:14][C:15]([CH3:16])([CH3:18])[CH3:17])=[O:13])=[O:7])([CH3:2])([CH3:3])[CH3:4], predict the reactants needed to synthesize it. (3) Given the product [Br:18][CH2:17][C:1]1[CH:2]=[C:3]([C:7]2[C:11]3[N:12]=[CH:13][NH:14][C:15](=[O:16])[C:10]=3[S:9][N:8]=2)[CH:4]=[CH:5][CH:6]=1, predict the reactants needed to synthesize it. The reactants are: [C:1]1([CH3:17])[CH:6]=[CH:5][CH:4]=[C:3]([C:7]2[C:11]3[N:12]=[CH:13][NH:14][C:15](=[O:16])[C:10]=3[S:9][N:8]=2)[CH:2]=1.[Br:18]N1C(=O)CCC1=O.C(OOC(=O)C1C=CC=CC=1)(=O)C1C=CC=CC=1. (4) Given the product [C:8]([C:10]1[CH:15]=[CH:14][C:13]([B:16]([OH:18])[OH:17])=[CH:12][CH:11]=1)#[N:19], predict the reactants needed to synthesize it. The reactants are: S(O)(O)(=O)=O.NO.[CH:8]([C:10]1[CH:15]=[CH:14][C:13]([B:16]([OH:18])[OH:17])=[CH:12][CH:11]=1)=O.[N:19]1C=CC=CC=1. (5) Given the product [F:2][C:3]1[CH:17]=[CH:16][C:6]2[C:7]([CH:10]3[CH2:11][CH2:12][NH:13][CH2:14][CH2:15]3)=[N:8][O:9][C:5]=2[CH:4]=1, predict the reactants needed to synthesize it. The reactants are: Cl.[F:2][C:3]1[CH:17]=[CH:16][C:6]2[C:7]([CH:10]3[CH2:15][CH2:14][NH:13][CH2:12][CH2:11]3)=[N:8][O:9][C:5]=2[CH:4]=1.[OH-].[Na+]. (6) Given the product [CH2:23]([S:20]([N:17]1[CH2:18][CH2:19][CH:14]([C:5]2[C:4]3[C:8](=[C:9]([C:11]([NH2:13])=[O:12])[CH:10]=[C:2]([B:25]4[O:29][C:28]([CH3:31])([CH3:30])[C:27]([CH3:33])([CH3:32])[O:26]4)[CH:3]=3)[NH:7][CH:6]=2)[CH2:15][CH2:16]1)(=[O:22])=[O:21])[CH3:24], predict the reactants needed to synthesize it. The reactants are: Br[C:2]1[CH:3]=[C:4]2[C:8](=[C:9]([C:11]([NH2:13])=[O:12])[CH:10]=1)[NH:7][CH:6]=[C:5]2[CH:14]1[CH2:19][CH2:18][N:17]([S:20]([CH2:23][CH3:24])(=[O:22])=[O:21])[CH2:16][CH2:15]1.[B:25]1([B:25]2[O:29][C:28]([CH3:31])([CH3:30])[C:27]([CH3:33])([CH3:32])[O:26]2)[O:29][C:28]([CH3:31])([CH3:30])[C:27]([CH3:33])([CH3:32])[O:26]1.C([O-])(=O)C.[K+]. (7) The reactants are: [C:1]([O:5][C:6]([N:8]1[CH2:12][CH2:11][CH2:10][C@H:9]1[CH2:13]I)=[O:7])([CH3:4])([CH3:3])[CH3:2].C(N(CC)CC)C.[H][H]. Given the product [C:1]([O:5][C:6]([N:8]1[CH2:12][CH2:11][CH2:10][C@H:9]1[CH3:13])=[O:7])([CH3:4])([CH3:2])[CH3:3], predict the reactants needed to synthesize it. (8) Given the product [CH2:14]([NH:21][CH:22]([CH3:29])[C:23]1[CH:28]=[CH:27][CH:26]=[CH:25][CH:24]=1)[C:15]1[CH:20]=[CH:19][CH:18]=[CH:17][CH:16]=1.[O:1]=[C:2]1[CH2:7][CH2:6][CH:5]2[CH:3]1[C@H:4]2[C:8]([OH:10])=[O:9], predict the reactants needed to synthesize it. The reactants are: [O:1]=[C:2]1[CH2:7][CH2:6][CH:5]2[CH:3]1[C@H:4]2[C:8]([OH:10])=[O:9].C(O)C.[CH2:14]([NH:21][C@@H:22]([CH3:29])[C:23]1[CH:28]=[CH:27][CH:26]=[CH:25][CH:24]=1)[C:15]1[CH:20]=[CH:19][CH:18]=[CH:17][CH:16]=1. (9) Given the product [NH2:19][C:16]1[CH:17]=[CH:18][C:13]([NH:12][S:9]([C:3]2[CH:4]=[CH:5][CH:6]=[C:7]([Cl:8])[C:2]=2[Cl:1])(=[O:11])=[O:10])=[C:14]([F:22])[CH:15]=1, predict the reactants needed to synthesize it. The reactants are: [Cl:1][C:2]1[C:7]([Cl:8])=[CH:6][CH:5]=[CH:4][C:3]=1[S:9]([NH:12][C:13]1[CH:18]=[CH:17][C:16]([N+:19]([O-])=O)=[CH:15][C:14]=1[F:22])(=[O:11])=[O:10]. (10) Given the product [N:12]1([C:11]2[CH:9]=[CH:18][N:13]=[CH:14][CH:15]=2)[CH2:25][CH2:24][CH:5]([CH2:60][CH2:61][NH:77][C:78]([C:80]2[C:84]([CH3:85])=[C:83]([NH:86][C:87](=[O:95])[C:88]3[CH:93]=[CH:92][CH:91]=[CH:90][C:89]=3[Cl:94])[N:82]([C:36]3[N:37]=[CH:38][CH:39]=[CH:40][N:35]=3)[N:81]=2)=[O:79])[CH2:4][CH2:3]1, predict the reactants needed to synthesize it. The reactants are: N1[CH:5]=[CH:4][CH:3]=N1.C(O[C:9]([C:11]1[C:15](C)=[C:14](N)[N:13]([C:18]2N=CC=CN=2)[N:12]=1)=O)C.[CH2:24](OC(=O)C(=O)C(C#N)C)[CH3:25].[NH:35]1[CH:40]=[CH:39][CH:38]=[N:37][C:36]1=O.NC1N(C(OC(C)(C)C)=O)N=C(C(OC)=O)C=1.O=[C:60]1NC2C=CC=CC=2C(C2C=CC=CC=2)=N[CH:61]1[NH:77][C:78]([C:80]1[C:84]([CH3:85])=[C:83]([NH:86][C:87](=[O:95])[C:88]2[CH:93]=[CH:92][CH:91]=[CH:90][C:89]=2[Cl:94])[N:82](C2C=CC=CN=2)[N:81]=1)=[O:79].